This data is from Reaction yield outcomes from USPTO patents with 853,638 reactions. The task is: Predict the reaction yield, written as a fraction of the theoretical maximum amount of product (1.0 means a 100% yield; for example, 0.34 means a 34% yield). (1) The reactants are [N:1]1[CH:6]=[CH:5][N:4]=[CH:3][C:2]=1[NH:7][C:8]([NH:10][C:11]1[C:20]2[C:15](=[CH:16][CH:17]=[C:18]([C:21]([F:24])([F:23])[F:22])[CH:19]=2)[N:14]=[CH:13][CH:12]=1)=[O:9].[H-].[Na+].[CH3:27]I. The catalyst is CN(C)C=O. The product is [CH3:27][N:7]([C:2]1[CH:3]=[N:4][CH:5]=[CH:6][N:1]=1)[C:8]([NH:10][C:11]1[C:20]2[C:15](=[CH:16][CH:17]=[C:18]([C:21]([F:24])([F:22])[F:23])[CH:19]=2)[N:14]=[CH:13][CH:12]=1)=[O:9]. The yield is 0.212. (2) The reactants are [Br:1][C:2]1[CH:7]=[CH:6][C:5]([C:8]2([C:12]#N)[CH2:11][CH2:10][CH2:9]2)=[C:4]([O:14][CH3:15])[CH:3]=1.[OH2:16].Cl.[OH-:18].[K+]. The catalyst is C(O)CO. The product is [Br:1][C:2]1[CH:7]=[CH:6][C:5]([C:8]2([C:12]([OH:18])=[O:16])[CH2:11][CH2:10][CH2:9]2)=[C:4]([O:14][CH3:15])[CH:3]=1. The yield is 0.820.